Predict the reaction yield, written as a fraction of the theoretical maximum amount of product (1.0 means a 100% yield; for example, 0.34 means a 34% yield). From a dataset of Reaction yield outcomes from USPTO patents with 853,638 reactions. (1) The reactants are [Cl:1][C:2]1[CH:3]=[CH:4][C:5]2[N:6]([C:8]([CH2:11][O:12][CH2:13][CH3:14])=[CH:9][N:10]=2)[N:7]=1.[NH2:15][CH2:16][C:17]1[CH:22]=[CH:21][CH:20]=[CH:19][N:18]=1.Cl. The catalyst is CCOCC. The product is [ClH:1].[CH2:13]([O:12][CH2:11][C:8]1[N:6]2[N:7]=[C:2]([NH:15][CH2:16][C:17]3[CH:22]=[CH:21][CH:20]=[CH:19][N:18]=3)[CH:3]=[CH:4][C:5]2=[N:10][CH:9]=1)[CH3:14]. The yield is 0.180. (2) The reactants are Cl.Cl.[NH2:3][CH2:4][C:5]1[N:6]=[CH:7][C:8]([C:15]([O:17][CH3:18])=[O:16])=[N:9][C:10]=1[C:11]([F:14])([F:13])[F:12].C(N(CC)CC)C.[F:26][C:27]1[CH:32]=[CH:31][C:30]([S:33](Cl)(=[O:35])=[O:34])=[CH:29][C:28]=1[Cl:37]. The catalyst is O1CCCC1.O. The product is [Cl:37][C:28]1[CH:29]=[C:30]([S:33]([NH:3][CH2:4][C:5]2[N:6]=[CH:7][C:8]([C:15]([O:17][CH3:18])=[O:16])=[N:9][C:10]=2[C:11]([F:13])([F:12])[F:14])(=[O:34])=[O:35])[CH:31]=[CH:32][C:27]=1[F:26]. The yield is 0.330. (3) The reactants are [F:1][C:2]1[CH:7]=[C:6]([O:8][C:9]([F:12])([F:11])[F:10])[CH:5]=[CH:4][C:3]=1[NH:13][N:14]=[C:15]([C:20](=[O:24])[CH2:21][O:22][CH3:23])[C:16]([O:18][CH3:19])=[O:17].[CH:25](OC(OC(C)C)N(C)C)(C)C. The catalyst is C1(C)C=CC=CC=1. The product is [F:1][C:2]1[CH:7]=[C:6]([O:8][C:9]([F:10])([F:11])[F:12])[CH:5]=[CH:4][C:3]=1[N:13]1[CH:25]=[C:21]([O:22][CH3:23])[C:20](=[O:24])[C:15]([C:16]([O:18][CH3:19])=[O:17])=[N:14]1. The yield is 0.860. (4) The reactants are [Cl:1][C:2]1[CH:3]=[CH:4][C:5]2[O:18][CH:17]([CH2:19][OH:20])[N:8]3[C:9]4[CH:10]=[CH:11][CH:12]=[C:13]([F:16])[C:14]=4[CH:15]=[C:7]3[C:6]=2[N:21]=1.[CH3:22][S:23](Cl)(=[O:25])=[O:24].O. The catalyst is N1C=CC=CC=1. The product is [CH3:22][S:23]([O:20][CH2:19][CH:17]1[N:8]2[C:9]3[CH:10]=[CH:11][CH:12]=[C:13]([F:16])[C:14]=3[CH:15]=[C:7]2[C:6]2[N:21]=[C:2]([Cl:1])[CH:3]=[CH:4][C:5]=2[O:18]1)(=[O:25])=[O:24]. The yield is 0.901. (5) The reactants are [CH3:1][NH:2][S:3]([CH3:6])(=[O:5])=[O:4].C(#N)C.[F:10][C:11]1[CH:16]=[CH:15][C:14]([C:17]2[C:22]([C:23]([O:25][CH3:26])=[O:24])=[C:21]([CH:27]([CH3:29])[CH3:28])[N:20]=[C:19](OS(C3C=CC(C)=CC=3)(=O)=O)[N:18]=2)=[CH:13][CH:12]=1. The catalyst is O. The product is [F:10][C:11]1[CH:12]=[CH:13][C:14]([C:17]2[C:22]([C:23]([O:25][CH3:26])=[O:24])=[C:21]([CH:27]([CH3:29])[CH3:28])[N:20]=[C:19]([N:2]([CH3:1])[S:3]([CH3:6])(=[O:5])=[O:4])[N:18]=2)=[CH:15][CH:16]=1. The yield is 0.750. (6) The reactants are C(O)(C(F)(F)F)=O.[Br:8][C:9]1[CH:14]=[CH:13][C:12]([CH:15]([C:20]2[C:21]([C:35]3[CH:40]=[CH:39][CH:38]=[CH:37][N:36]=3)=[N:22][N:23]([CH2:33][CH3:34])[C:24]=2[NH:25]C(=O)OC(C)(C)C)[CH2:16][CH2:17][CH:18]=O)=[CH:11][CH:10]=1.BrC1C=CC(C2CCC=NC3N(CC)N=C(C4C=CC=CN=4)C2=3)=CC=1.[Na]. The catalyst is O.C(#N)C.C(Cl)Cl. The product is [Br:8][C:9]1[CH:14]=[CH:13][C:12]([CH:15]2[CH2:16][CH2:17][CH2:18][NH:25][C:24]3[N:23]([CH2:33][CH3:34])[N:22]=[C:21]([C:35]4[CH:40]=[CH:39][CH:38]=[CH:37][N:36]=4)[C:20]2=3)=[CH:11][CH:10]=1. The yield is 0.770. (7) The reactants are [CH:1]([N:4]1[CH2:9][CH2:8][N:7]([C:10]2[S:11][C:12]3[CH:18]=[C:17]([CH:19]=O)[CH:16]=[CH:15][C:13]=3[N:14]=2)[CH2:6][CH2:5]1)([CH3:3])[CH3:2].CC(O)=O.Cl.[CH3:26][NH:27][CH3:28].[BH3-]C#N.[Na+]. The catalyst is C1COCC1. The product is [CH:1]([N:4]1[CH2:9][CH2:8][N:7]([C:10]2[S:11][C:12]3[CH:18]=[C:17]([CH2:19][N:27]([CH3:28])[CH3:26])[CH:16]=[CH:15][C:13]=3[N:14]=2)[CH2:6][CH2:5]1)([CH3:3])[CH3:2]. The yield is 0.320. (8) The reactants are [CH:1]1([C:7]2[O:8][C:9]([CH3:25])=[C:10]([CH2:12][CH2:13][O:14]S(C3C=CC(C)=CC=3)(=O)=O)[N:11]=2)[CH2:6][CH2:5][CH2:4][CH2:3][CH2:2]1.C([O:28][C:29](=[O:51])[C:30]([CH3:50])([O:39][C:40]1[CH:41]=[C:42]2[C:47](=[CH:48][CH:49]=1)[N:46]=[CH:45][CH:44]=[CH:43]2)[CH2:31][C:32]1[CH:37]=[CH:36][C:35](O)=[CH:34][CH:33]=1)C.C([O-])([O-])=O.[K+].[K+].[OH-].[Na+]. The catalyst is CCO. The product is [CH:1]1([C:7]2[O:8][C:9]([CH3:25])=[C:10]([CH2:12][CH2:13][O:14][C:35]3[CH:34]=[CH:33][C:32]([CH2:31][C:30]([CH3:50])([O:39][C:40]4[CH:41]=[C:42]5[C:47](=[CH:48][CH:49]=4)[N:46]=[CH:45][CH:44]=[CH:43]5)[C:29]([OH:51])=[O:28])=[CH:37][CH:36]=3)[N:11]=2)[CH2:2][CH2:3][CH2:4][CH2:5][CH2:6]1. The yield is 0.480.